This data is from Full USPTO retrosynthesis dataset with 1.9M reactions from patents (1976-2016). The task is: Predict the reactants needed to synthesize the given product. (1) Given the product [N:27]1([CH2:32][C@@H:33]([O:1][C:2]2[CH:11]=[CH:10][C:9]3[C:8](=[O:12])[CH2:7][CH2:6][CH2:5][C:4]=3[C:3]=2[CH2:13][S:14]([C:17]2[CH:18]=[C:19]([CH:24]=[CH:25][CH:26]=2)[C:20]([O:22][CH3:23])=[O:21])(=[O:16])=[O:15])[C:35]2[CH:40]=[CH:39][CH:38]=[CH:37][CH:36]=2)[CH:31]=[CH:30][N:29]=[CH:28]1, predict the reactants needed to synthesize it. The reactants are: [OH:1][C:2]1[CH:11]=[CH:10][C:9]2[C:8](=[O:12])[CH2:7][CH2:6][CH2:5][C:4]=2[C:3]=1[CH2:13][S:14]([C:17]1[CH:18]=[C:19]([CH:24]=[CH:25][CH:26]=1)[C:20]([O:22][CH3:23])=[O:21])(=[O:16])=[O:15].[N:27]1([CH2:32][C@@H:33]([C:35]2[CH:40]=[CH:39][CH:38]=[CH:37][CH:36]=2)O)[CH:31]=[CH:30][N:29]=[CH:28]1.C1C=CC(P(C2C=CC=CC=2)C2C=CC=CC=2)=CC=1.N(C(OCC)=O)=NC(OCC)=O. (2) Given the product [OH:47][C:44]1[CH:45]=[CH:46][C:41]([CH2:40][CH2:39][NH:38][C:3]([C:5]2[N:14]3[C:8]([CH2:9][N:10]([C:19]([C:21]4[CH:26]=[CH:25][C:24]([C:27]5[CH:32]=[CH:31][CH:30]=[CH:29][C:28]=5[CH3:33])=[C:23]([O:34][CH3:35])[CH:22]=4)=[O:20])[C:11]4[CH:18]=[CH:17][CH:16]=[CH:15][C:12]=4[CH2:13]3)=[CH:7][CH:6]=2)=[O:4])=[CH:42][CH:43]=1, predict the reactants needed to synthesize it. The reactants are: ClC(Cl)(Cl)[C:3]([C:5]1[N:14]2[C:8]([CH2:9][N:10]([C:19]([C:21]3[CH:26]=[CH:25][C:24]([C:27]4[CH:32]=[CH:31][CH:30]=[CH:29][C:28]=4[CH3:33])=[C:23]([O:34][CH3:35])[CH:22]=3)=[O:20])[C:11]3[CH:18]=[CH:17][CH:16]=[CH:15][C:12]=3[CH2:13]2)=[CH:7][CH:6]=1)=[O:4].[NH2:38][CH2:39][CH2:40][C:41]1[CH:46]=[CH:45][C:44]([OH:47])=[CH:43][CH:42]=1. (3) Given the product [F:22][C:23]1[C:31]2[C:27](=[C:28]3[NH:32][C:4](=[O:21])[CH:5]=[C:6]([CH:8]4[CH2:9][CH2:10][N:11]([C:14]([O:16][C:17]([CH3:18])([CH3:19])[CH3:20])=[O:15])[CH2:12][CH2:13]4)[N:29]3[N:30]=2)[CH:26]=[CH:25][CH:24]=1, predict the reactants needed to synthesize it. The reactants are: C(O[C:4](=[O:21])[CH2:5][C:6]([CH:8]1[CH2:13][CH2:12][N:11]([C:14]([O:16][C:17]([CH3:20])([CH3:19])[CH3:18])=[O:15])[CH2:10][CH2:9]1)=O)C.[F:22][C:23]1[CH:24]=[CH:25][CH:26]=[C:27]2[C:31]=1[NH:30][N:29]=[C:28]2[NH2:32].P([O-])([O-])([O-])=O.[K+].[K+].[K+]. (4) Given the product [CH3:1][NH:4][C:5]1[CH:6]=[C:7]2[C:12](=[CH:13][CH:14]=1)[CH:11]=[C:10]([C:15]1[CH:16]=[CH:17][C:18]([O:19][CH2:20][CH2:21][O:22][CH2:23][CH2:24][O:25][CH2:26][CH2:27][OH:28])=[CH:29][CH:30]=1)[CH:9]=[CH:8]2, predict the reactants needed to synthesize it. The reactants are: [CH3:1][O-].[Na+].[NH2:4][C:5]1[CH:6]=[C:7]2[C:12](=[CH:13][CH:14]=1)[CH:11]=[C:10]([C:15]1[CH:30]=[CH:29][C:18]([O:19][CH2:20][CH2:21][O:22][CH2:23][CH2:24][O:25][CH2:26][CH2:27][OH:28])=[CH:17][CH:16]=1)[CH:9]=[CH:8]2.C=O.[BH4-].[Na+]. (5) Given the product [Br:1][C:2]1[C:3]([N+:22]([O-:24])=[O:23])=[CH:4][C:5]2[O:9][C:8]([C:10]3[CH:11]=[CH:12][C:13]([F:16])=[CH:14][CH:15]=3)=[C:7]([C:17]([O:19][CH3:20])=[O:18])[C:6]=2[CH:21]=1, predict the reactants needed to synthesize it. The reactants are: [Br:1][C:2]1[CH:3]=[CH:4][C:5]2[O:9][C:8]([C:10]3[CH:15]=[CH:14][C:13]([F:16])=[CH:12][CH:11]=3)=[C:7]([C:17]([O:19][CH3:20])=[O:18])[C:6]=2[CH:21]=1.[N+:22]([O-])([OH:24])=[O:23]. (6) Given the product [CH3:1][O:2][C:3]1[CH:4]=[C:5]([CH2:11][CH2:12][NH:13][C:14](=[S:40])[C:15]([C:20]2[CH:29]=[CH:28][C:27]3[CH2:26][CH2:25][CH2:24][CH2:23][C:22]=3[CH:21]=2)=[CH:16][O:17][CH2:18][F:19])[CH:6]=[CH:7][C:8]=1[O:9][CH3:10], predict the reactants needed to synthesize it. The reactants are: [CH3:1][O:2][C:3]1[CH:4]=[C:5]([CH2:11][CH2:12][NH:13][C:14](=O)[C:15]([C:20]2[CH:29]=[CH:28][C:27]3[CH2:26][CH2:25][CH2:24][CH2:23][C:22]=3[CH:21]=2)=[CH:16][O:17][CH2:18][F:19])[CH:6]=[CH:7][C:8]=1[O:9][CH3:10].COC1C=CC(P2(SP(C3C=CC(OC)=CC=3)(=S)S2)=[S:40])=CC=1.O1CCCC1.O. (7) Given the product [NH2:11][C:8]1[CH:7]=[C:4]([CH:3]=[C:2]([Br:1])[C:9]=1[OH:10])[C:5]#[N:6], predict the reactants needed to synthesize it. The reactants are: [Br:1][C:2]1[CH:3]=[C:4]([CH:7]=[C:8]([N+:11]([O-])=O)[C:9]=1[OH:10])[C:5]#[N:6]. (8) Given the product [CH3:17][O:18][C:2]1[N:3]2[N:14]=[CH:13][C:12]([C:15]#[N:16])=[C:4]2[N:5]=[C:6]2[C:11]=1[CH2:10][CH2:9][CH2:8][CH2:7]2, predict the reactants needed to synthesize it. The reactants are: Cl[C:2]1[N:3]2[N:14]=[CH:13][C:12]([C:15]#[N:16])=[C:4]2[N:5]=[C:6]2[C:11]=1[CH2:10][CH2:9][CH2:8][CH2:7]2.[CH3:17][O:18][Na]. (9) Given the product [Cl:18][C:17]1[C:12]([NH:11][C:8]2[CH:9]=[CH:10][C:5]([CH2:3][OH:2])=[N:6][CH:7]=2)=[N:13][CH:14]=[C:15]([C:19]2[N:23]([CH2:24][CH2:25][CH3:26])[C:22]3[C:27]([Cl:31])=[CH:28][CH:29]=[CH:30][C:21]=3[N:20]=2)[CH:16]=1, predict the reactants needed to synthesize it. The reactants are: C[O:2][C:3]([C:5]1[CH:10]=[CH:9][C:8]([NH:11][C:12]2[C:17]([Cl:18])=[CH:16][C:15]([C:19]3[N:23]([CH2:24][CH2:25][CH3:26])[C:22]4[C:27]([Cl:31])=[CH:28][CH:29]=[CH:30][C:21]=4[N:20]=3)=[CH:14][N:13]=2)=[CH:7][N:6]=1)=O.[H-].[H-].[H-].[H-].[Li+].[Al+3].O.[OH-].[Na+].